From a dataset of Catalyst prediction with 721,799 reactions and 888 catalyst types from USPTO. Predict which catalyst facilitates the given reaction. (1) Reactant: [CH2:1]([N:8]1[CH2:12][C@H:11]([CH2:13]OS(C)(=O)=O)[C@@H:10]([OH:19])[CH2:9]1)[C:2]1[CH:7]=[CH:6][CH:5]=[CH:4][CH:3]=1.[N-:20]=[N+:21]=[N-:22].[Na+]. Product: [N:20]([CH2:13][C@@H:11]1[C@@H:10]([OH:19])[CH2:9][N:8]([CH2:1][C:2]2[CH:7]=[CH:6][CH:5]=[CH:4][CH:3]=2)[CH2:12]1)=[N+:21]=[N-:22]. The catalyst class is: 9. (2) Reactant: [F:1][C:2]1[CH:10]=[CH:9][C:5]([C:6]([OH:8])=O)=[CH:4][CH:3]=1.CN(C(ON1N=NC2C=CC=NC1=2)=[N+](C)C)C.F[P-](F)(F)(F)(F)F.CN1CCOCC1.[CH3:42][O:43][C:44]1[C:45]2[N:58]=[C:57]([NH2:59])[S:56][C:46]=2[C:47]([N:50]2[CH2:55][CH2:54][O:53][CH2:52][CH2:51]2)=[N:48][CH:49]=1. Product: [F:1][C:2]1[CH:3]=[CH:4][C:5]([C:6]([NH:59][C:57]2[S:56][C:46]3[C:47]([N:50]4[CH2:55][CH2:54][O:53][CH2:52][CH2:51]4)=[N:48][CH:49]=[C:44]([O:43][CH3:42])[C:45]=3[N:58]=2)=[O:8])=[CH:9][CH:10]=1. The catalyst class is: 1. (3) Reactant: [O:1]=[C:2]([NH:9][C:10]1[CH:15]=[CH:14][C:13]([CH2:16][O:17][CH2:18][C:19]2[CH:24]=[CH:23][C:22]([C:25]3[CH:30]=[CH:29][CH:28]=[CH:27][CH:26]=3)=[CH:21][CH:20]=2)=[CH:12][N:11]=1)[CH2:3][CH2:4][C:5]([O:7]C)=[O:6].[OH-].[Na+].Cl. Product: [O:1]=[C:2]([NH:9][C:10]1[CH:15]=[CH:14][C:13]([CH2:16][O:17][CH2:18][C:19]2[CH:20]=[CH:21][C:22]([C:25]3[CH:30]=[CH:29][CH:28]=[CH:27][CH:26]=3)=[CH:23][CH:24]=2)=[CH:12][N:11]=1)[CH2:3][CH2:4][C:5]([OH:7])=[O:6]. The catalyst class is: 83. (4) Reactant: [F:1][C:2]1[CH:27]=[CH:26][CH:25]=[CH:24][C:3]=1[CH2:4][C:5]1[N:9]([CH2:10][C:11]2[CH:16]=[CH:15][C:14]([O:17][CH3:18])=[CH:13][CH:12]=2)[N:8]=[CH:7][C:6]=1[C:19](OCC)=[O:20].[H-].[Al+3].[Li+].[H-].[H-].[H-]. Product: [F:1][C:2]1[CH:27]=[CH:26][CH:25]=[CH:24][C:3]=1[CH2:4][C:5]1[N:9]([CH2:10][C:11]2[CH:16]=[CH:15][C:14]([O:17][CH3:18])=[CH:13][CH:12]=2)[N:8]=[CH:7][C:6]=1[CH2:19][OH:20]. The catalyst class is: 1. (5) Reactant: Br[C:2]1[C:5](=[O:6])[C:4]2([CH2:11][CH2:10][CH2:9][CH2:8][CH2:7]2)[C:3]=1[NH:12][C@@H:13]([CH2:17][C:18]1[CH:23]=[CH:22][C:21]([NH:24][C:25](=[O:34])[C:26]2[C:31]([Cl:32])=[CH:30][N:29]=[CH:28][C:27]=2[Cl:33])=[CH:20][CH:19]=1)[C:14]([OH:16])=[O:15].O.Cl.[C:37](OCC)(=[O:39])[CH3:38]. Product: [O:6]=[C:5]1[C:4]2([CH2:11][CH2:10][CH2:9][CH2:8][CH2:7]2)[C:3]([NH:12][C@@H:13]([CH2:17][C:18]2[CH:23]=[CH:22][C:21]([NH:24][C:25](=[O:34])[C:26]3[C:31]([Cl:32])=[CH:30][N:29]=[CH:28][C:27]=3[Cl:33])=[CH:20][CH:19]=2)[C:14]([O:16][CH2:38][CH2:37][OH:39])=[O:15])=[CH:2]1. The catalyst class is: 66. (6) Reactant: [C:1]([O:5][C:6](=[O:39])[NH:7][CH:8]1[CH2:13][CH2:12][CH:11]([NH:14][C:15]2[N:20]=[C:19]3[N:21]([CH2:31][O:32][CH2:33][CH2:34][Si:35]([CH3:38])([CH3:37])[CH3:36])[N:22]=[C:23]([C:24]4[CH:29]=[CH:28][CH:27]=[C:26](Br)[CH:25]=4)[C:18]3=[CH:17][N:16]=2)[CH2:10][CH2:9]1)([CH3:4])([CH3:3])[CH3:2].[S:40]1[CH:44]=[CH:43][C:42](NC)=[CH:41]1.[CH3:47][N:48](C1C(C2C(P(C3CCCCC3)C3CCCCC3)=CC=CC=2)=CC=CC=1)C.C(O[Na])(C)(C)C. Product: [C:1]([O:5][C:6](=[O:39])[NH:7][CH:8]1[CH2:13][CH2:12][CH:11]([NH:14][C:15]2[N:20]=[C:19]3[N:21]([CH2:31][O:32][CH2:33][CH2:34][Si:35]([CH3:38])([CH3:37])[CH3:36])[N:22]=[C:23]([C:24]4[CH:29]=[CH:28][CH:27]=[C:26]([NH:48][CH2:47][C:42]5[CH:43]=[CH:44][S:40][CH:41]=5)[CH:25]=4)[C:18]3=[CH:17][N:16]=2)[CH2:10][CH2:9]1)([CH3:4])([CH3:3])[CH3:2]. The catalyst class is: 62. (7) Reactant: [OH:1][CH2:2][CH2:3][CH2:4][N:5]1[CH2:9][CH2:8][NH:7][C:6]1=[C:10]([C:13]#[N:14])[C:11]#[N:12].C(=O)([O-])[O-].[K+].[K+].[Br:21][CH2:22][CH2:23][CH2:24]Br. Product: [Br:21][CH2:22][CH2:23][CH2:24][N:7]1[CH2:8][CH2:9][N:5]([CH2:4][CH2:3][CH2:2][OH:1])[C:6]1=[C:10]([C:11]#[N:12])[C:13]#[N:14]. The catalyst class is: 163. (8) Reactant: Cl[CH2:2][CH2:3][CH2:4][N:5]1[CH2:10][CH2:9][O:8][CH2:7][CH2:6]1.[CH3:11][N:12]([CH3:39])[C:13]1[CH:14]=[C:15]([CH:36]=[CH:37][CH:38]=1)[C:16]([NH:18][C:19]1[CH:20]=[CH:21][C:22]([CH3:35])=[C:23]([NH:25][C:26](=[O:34])[C:27]2[CH:32]=[CH:31][C:30]([OH:33])=[CH:29][CH:28]=2)[CH:24]=1)=[O:17].C(=O)([O-])[O-].[K+].[K+].CC(N(C)C)=O. Product: [CH3:39][N:12]([CH3:11])[C:13]1[CH:14]=[C:15]([CH:36]=[CH:37][CH:38]=1)[C:16]([NH:18][C:19]1[CH:20]=[CH:21][C:22]([CH3:35])=[C:23]([NH:25][C:26](=[O:34])[C:27]2[CH:32]=[CH:31][C:30]([O:33][CH2:2][CH2:3][CH2:4][N:5]3[CH2:10][CH2:9][O:8][CH2:7][CH2:6]3)=[CH:29][CH:28]=2)[CH:24]=1)=[O:17]. The catalyst class is: 6. (9) Reactant: [NH2:1][C:2]1[C:11]([F:12])=[CH:10][CH:9]=[C:8]2[C:3]=1[CH:4]=[C:5]([CH3:13])[N:6]=[CH:7]2.N1C=CC=CC=1.[Cl:20][C:21]([Cl:32])([Cl:31])[C:22](O[C:22](=[O:23])[C:21]([Cl:32])([Cl:31])[Cl:20])=[O:23].O. Product: [Cl:20][C:21]([Cl:32])([Cl:31])[C:22]([NH:1][C:2]1[C:11]([F:12])=[CH:10][CH:9]=[C:8]2[C:3]=1[CH:4]=[C:5]([CH3:13])[N:6]=[CH:7]2)=[O:23]. The catalyst class is: 10.